Dataset: Peptide-MHC class II binding affinity with 134,281 pairs from IEDB. Task: Regression. Given a peptide amino acid sequence and an MHC pseudo amino acid sequence, predict their binding affinity value. This is MHC class II binding data. (1) The peptide sequence is YTIDCDGSILGAAVND. The MHC is DRB3_0101 with pseudo-sequence DRB3_0101. The binding affinity (normalized) is 0.609. (2) The peptide sequence is SQDLELSWNLEGLQAY. The MHC is DRB1_1302 with pseudo-sequence DRB1_1302. The binding affinity (normalized) is 0.679. (3) The peptide sequence is KNWMTETLLVQNANPDCKTI. The MHC is HLA-DQA10101-DQB10501 with pseudo-sequence HLA-DQA10101-DQB10501. The binding affinity (normalized) is 0.335. (4) The peptide sequence is AYCLWMMLLISQAEAALELIT. The MHC is DRB1_1101 with pseudo-sequence DRB1_1101. The binding affinity (normalized) is 0. (5) The peptide sequence is TASWFTALTQHGKEE. The MHC is DRB1_1501 with pseudo-sequence DRB1_1501. The binding affinity (normalized) is 0.368. (6) The peptide sequence is KKEEKKESGDAASGA. The MHC is HLA-DPA10201-DPB11401 with pseudo-sequence HLA-DPA10201-DPB11401. The binding affinity (normalized) is 0. (7) The peptide sequence is PWMQVPLEVKREACP. The MHC is HLA-DQA10201-DQB10301 with pseudo-sequence HLA-DQA10201-DQB10301. The binding affinity (normalized) is 0. (8) The peptide sequence is AAATAGTTVYGAFAD. The MHC is HLA-DPA10103-DPB10401 with pseudo-sequence HLA-DPA10103-DPB10401. The binding affinity (normalized) is 0.135. (9) The peptide sequence is AVLVATNFFGINTIP. The MHC is DRB1_1101 with pseudo-sequence DRB1_1101. The binding affinity (normalized) is 0.211. (10) The peptide sequence is GRPGNFLQSRPEPTA. The MHC is DRB1_0101 with pseudo-sequence DRB1_0101. The binding affinity (normalized) is 0.813.